From a dataset of Reaction yield outcomes from USPTO patents with 853,638 reactions. Predict the reaction yield, written as a fraction of the theoretical maximum amount of product (1.0 means a 100% yield; for example, 0.34 means a 34% yield). (1) The product is [N:1]1[N:5]2[C:6]3[C:11]([CH:12]=[CH:13][C:4]2=[N:3][C:2]=1[NH:14][C:16](=[O:23])[C:17]1[CH:22]=[CH:21][CH:20]=[N:19][CH:18]=1)=[CH:10][CH:9]=[CH:8][CH:7]=3. The reactants are [N:1]1[N:5]2[C:6]3[C:11]([CH:12]=[CH:13][C:4]2=[N:3][C:2]=1[NH2:14])=[CH:10][CH:9]=[CH:8][CH:7]=3.Cl.[C:16](Cl)(=[O:23])[C:17]1[CH:22]=[CH:21][CH:20]=[N:19][CH:18]=1. No catalyst specified. The yield is 0.380. (2) The reactants are [Cl:1][C:2]1[CH:3]=[C:4]([N:8]2[N:12]=[N:11][C:10]([C@H:13]3[CH2:17][CH2:16][C@@H:15]([C:18]([O:20][CH2:21][CH3:22])=[O:19])[N:14]3C(OC(C)(C)C)=O)=[N:9]2)[CH:5]=[CH:6][CH:7]=1.C(O)(C(F)(F)F)=O. The yield is 0.817. The product is [Cl:1][C:2]1[CH:3]=[C:4]([N:8]2[N:12]=[N:11][C:10]([C@@H:13]3[NH:14][C@H:15]([C:18]([O:20][CH2:21][CH3:22])=[O:19])[CH2:16][CH2:17]3)=[N:9]2)[CH:5]=[CH:6][CH:7]=1. The catalyst is C(Cl)Cl. (3) The reactants are [CH3:1][O:2][C:3]1[CH:4]=[C:5]2[C:9](=[CH:10][C:11]=1[N+:12]([O-:14])=[O:13])[NH:8][CH2:7][CH2:6]2.Cl[CH2:16][C:17]([N:19]([CH3:21])[CH3:20])=[O:18].C(=O)([O-])[O-].[K+].[K+]. The catalyst is C1COCC1.C(OCC)(=O)C. The product is [CH3:20][N:19]([CH3:21])[C:17](=[O:18])[CH2:16][N:8]1[C:9]2[C:5](=[CH:4][C:3]([O:2][CH3:1])=[C:11]([N+:12]([O-:14])=[O:13])[CH:10]=2)[CH2:6][CH2:7]1. The yield is 0.160.